This data is from Full USPTO retrosynthesis dataset with 1.9M reactions from patents (1976-2016). The task is: Predict the reactants needed to synthesize the given product. The reactants are: [CH2:1]([C@@H:5]([C:12]([N:14]1[CH2:18][CH2:17][CH2:16][C@H:15]1[C:19]([O:21][C:22]([CH3:25])([CH3:24])[CH3:23])=[O:20])=[O:13])[C@H:6](O)[C:7]([O:9][CH3:10])=[O:8])[CH2:2][CH2:3][CH3:4].N1C=CC=CC=1.S(OS(C(F)(F)F)(=O)=O)(C(F)(F)[F:36])(=O)=O. Given the product [CH2:1]([C@@H:5]([C:12]([N:14]1[CH2:18][CH2:17][CH2:16][C@H:15]1[C:19]([O:21][C:22]([CH3:25])([CH3:24])[CH3:23])=[O:20])=[O:13])[C@@H:6]([F:36])[C:7]([O:9][CH3:10])=[O:8])[CH2:2][CH2:3][CH3:4], predict the reactants needed to synthesize it.